This data is from M1 muscarinic receptor antagonist screen with 61,756 compounds. The task is: Binary Classification. Given a drug SMILES string, predict its activity (active/inactive) in a high-throughput screening assay against a specified biological target. (1) The molecule is S(=O)(=O)(N(c1nc2c(n3c1nnc3c1occc1)cccc2)C)c1ccccc1. The result is 0 (inactive). (2) The compound is Oc1n(C2CCCCC2)c(=O)[nH]c(=O)c1C1NCCc2c1cccc2. The result is 0 (inactive).